Dataset: Reaction yield outcomes from USPTO patents with 853,638 reactions. Task: Predict the reaction yield, written as a fraction of the theoretical maximum amount of product (1.0 means a 100% yield; for example, 0.34 means a 34% yield). The reactants are [CH3:1][C:2]1[CH:3]=[CH:4][C:5]([N+:10]([O-])=O)=[C:6]([CH:9]=1)[C:7]#[N:8].Cl[Sn]Cl.[OH-].[Na+]. The catalyst is Cl.CCO. The product is [NH2:10][C:5]1[CH:4]=[CH:3][C:2]([CH3:1])=[CH:9][C:6]=1[C:7]#[N:8]. The yield is 0.990.